From a dataset of Forward reaction prediction with 1.9M reactions from USPTO patents (1976-2016). Predict the product of the given reaction. Given the reactants [F:1][C:2]1[CH:7]=[CH:6][C:5]([NH:8][C:9]2[CH:18]=[CH:17][C:12]([C:13]([O:15][CH3:16])=[O:14])=[CH:11][C:10]=2[N+:19]([O-])=O)=[CH:4][CH:3]=1.C([O-])(O)=O.[Na+], predict the reaction product. The product is: [NH2:19][C:10]1[CH:11]=[C:12]([CH:17]=[CH:18][C:9]=1[NH:8][C:5]1[CH:6]=[CH:7][C:2]([F:1])=[CH:3][CH:4]=1)[C:13]([O:15][CH3:16])=[O:14].